From a dataset of Full USPTO retrosynthesis dataset with 1.9M reactions from patents (1976-2016). Predict the reactants needed to synthesize the given product. (1) Given the product [F:1][C:2]([F:41])([F:40])[C:3]1[CH:4]=[C:5]([C@H:13]2[O:17][C:16](=[O:18])[N:15]([CH2:19][C:20]3[CH:25]=[C:24]([C:43]#[N:44])[CH:23]=[CH:22][C:21]=3[C:27]3[CH:32]=[C:31]([CH:33]([CH3:35])[CH3:34])[C:30]([F:36])=[CH:29][C:28]=3[O:37][CH3:38])[C@H:14]2[CH3:39])[CH:6]=[C:7]([C:9]([F:12])([F:11])[F:10])[CH:8]=1, predict the reactants needed to synthesize it. The reactants are: [F:1][C:2]([F:41])([F:40])[C:3]1[CH:4]=[C:5]([C@H:13]2[O:17][C:16](=[O:18])[N:15]([CH2:19][C:20]3[CH:25]=[C:24](Br)[CH:23]=[CH:22][C:21]=3[C:27]3[CH:32]=[C:31]([CH:33]([CH3:35])[CH3:34])[C:30]([F:36])=[CH:29][C:28]=3[O:37][CH3:38])[C@H:14]2[CH3:39])[CH:6]=[C:7]([C:9]([F:12])([F:11])[F:10])[CH:8]=1.[Cu][C:43]#[N:44].N#N. (2) Given the product [CH3:38][N:27]([CH3:26])[C:28]1[CH:33]=[CH:32][C:31]([CH2:34][C:35]([NH:1][C:2]2[CH:3]=[C:4]([C:8]3[C:16]4[C:11](=[CH:12][CH:13]=[C:14]([C:17]([NH2:19])=[O:18])[CH:15]=4)[NH:10][N:9]=3)[CH:5]=[CH:6][CH:7]=2)=[O:36])=[CH:30][CH:29]=1, predict the reactants needed to synthesize it. The reactants are: [NH2:1][C:2]1[CH:3]=[C:4]([C:8]2[C:16]3[C:11](=[CH:12][CH:13]=[C:14]([C:17]([NH2:19])=[O:18])[CH:15]=3)[N:10](C3CCCCO3)[N:9]=2)[CH:5]=[CH:6][CH:7]=1.[CH3:26][N:27]([CH3:38])[C:28]1[CH:33]=[CH:32][C:31]([CH2:34][C:35](O)=[O:36])=[CH:30][CH:29]=1.CCN=C=NCCCN(C)C. (3) The reactants are: C([Li])CCC.[CH:6]([N:9]1[C:13]([C:14]2[CH:19]=[CH:18][N:17]=[C:16]([NH:20][C:21]3[CH:26]=[CH:25][CH:24]=[CH:23][CH:22]=3)[N:15]=2)=[CH:12][N:11]=[CH:10]1)([CH3:8])[CH3:7].CN([CH:30]=[O:31])C. Given the product [NH:20]([C:16]1[N:15]=[C:14]([C:13]2[N:9]([CH:6]([CH3:8])[CH3:7])[C:10]([CH:30]=[O:31])=[N:11][CH:12]=2)[CH:19]=[CH:18][N:17]=1)[C:21]1[CH:26]=[CH:25][CH:24]=[CH:23][CH:22]=1, predict the reactants needed to synthesize it. (4) Given the product [F:14][C:7]1[CH:8]=[C:9]2[C:4](=[CH:5][C:6]=1[F:15])[N:3]=[CH:2][C:11]([CH:12]=[O:13])=[CH:10]2, predict the reactants needed to synthesize it. The reactants are: Cl[C:2]1[C:11]([CH:12]=[O:13])=[CH:10][C:9]2[C:4](=[CH:5][C:6]([F:15])=[C:7]([F:14])[CH:8]=2)[N:3]=1.C(N(CC)CC)C.C(O)=O.O. (5) Given the product [N:13]1([CH2:18][C:19]2[CH:20]=[C:21]([NH:22][C:2]3[CH:7]=[CH:6][N:5]4[N:8]=[CH:9][C:10]([CH:11]=[O:12])=[C:4]4[N:3]=3)[CH:23]=[CH:24][CH:25]=2)[CH:17]=[CH:16][N:15]=[CH:14]1, predict the reactants needed to synthesize it. The reactants are: Cl[C:2]1[CH:7]=[CH:6][N:5]2[N:8]=[CH:9][C:10]([CH:11]=[O:12])=[C:4]2[N:3]=1.[N:13]1([CH2:18][C:19]2[CH:20]=[C:21]([CH:23]=[CH:24][CH:25]=2)[NH2:22])[CH:17]=[CH:16][N:15]=[CH:14]1.CCOC(C)=O. (6) Given the product [Cl:37][C:33]1[C:32]([Cl:38])=[C:31]([C:25]2[N:24]=[C:23]([N:11]3[CH2:12][CH2:13][O:14][C@@H:9]([C:6]4[CH:5]=[CH:4][C:3]([F:2])=[CH:8][CH:7]=4)[CH2:10]3)[N:28]([CH3:29])[C:27](=[O:30])[CH:26]=2)[CH:36]=[CH:35][N:34]=1, predict the reactants needed to synthesize it. The reactants are: Cl.[F:2][C:3]1[CH:8]=[CH:7][C:6]([C@@H:9]2[O:14][CH2:13][CH2:12][NH:11][CH2:10]2)=[CH:5][CH:4]=1.C(N(CC)CC)C.Cl[C:23]1[N:28]([CH3:29])[C:27](=[O:30])[CH:26]=[C:25]([C:31]2[CH:36]=[CH:35][N:34]=[C:33]([Cl:37])[C:32]=2[Cl:38])[N:24]=1. (7) Given the product [F:19][C:20]1[CH:26]=[C:25]([F:27])[CH:24]=[CH:23][C:21]=1[NH:22][C:42](=[O:43])[CH2:41][C:36]1[NH:37][C:38](=[O:40])[CH:39]=[C:34]([N:28]2[CH2:33][CH2:32][O:31][CH2:30][CH2:29]2)[N:35]=1, predict the reactants needed to synthesize it. The reactants are: N1C=CC=CC=1.Cl.CN(C)CCCN=C=NCC.[F:19][C:20]1[CH:26]=[C:25]([F:27])[CH:24]=[CH:23][C:21]=1[NH2:22].[N:28]1([C:34]2[N:35]=[C:36]([CH2:41][C:42]([O-])=[O:43])[NH:37][C:38](=[O:40])[CH:39]=2)[CH2:33][CH2:32][O:31][CH2:30][CH2:29]1.[Na+].